The task is: Predict the reactants needed to synthesize the given product.. This data is from Full USPTO retrosynthesis dataset with 1.9M reactions from patents (1976-2016). Given the product [Cl:51][C:50]1[CH:30]=[CH:29][C:28]2[NH:33][C:41]([C@@H:40]([NH:43][C:5](=[O:7])[C:4]3[CH:8]=[CH:9][C:10]([C:11]([N:13]4[CH2:17][CH2:16][CH2:15][CH2:14]4)=[O:12])=[C:2]([CH3:1])[CH:3]=3)[CH2:42][OH:53])=[N:26][C:27]=2[CH:32]=1, predict the reactants needed to synthesize it. The reactants are: [CH3:1][C:2]1[CH:3]=[C:4]([CH:8]=[CH:9][C:10]=1[C:11]([N:13]1[CH2:17][CH2:16][CH2:15][CH2:14]1)=[O:12])[C:5]([OH:7])=O.CN(C(O[N:26]1N=[N:33][C:28]2[CH:29]=[CH:30]C=[CH:32][C:27]1=2)=[N+](C)C)C.[B-](F)(F)(F)F.[CH:40]([N:43](C(C)C)CC)([CH3:42])[CH3:41].Cl[CH2:50][Cl:51].C[OH:53].N.ClCl.